Dataset: Forward reaction prediction with 1.9M reactions from USPTO patents (1976-2016). Task: Predict the product of the given reaction. (1) Given the reactants [O:1]=[C:2]1[NH:6][C:5]2=[C:7]([C:11]([OH:13])=O)[CH:8]=[CH:9][CH:10]=[C:4]2[O:3]1.CCOC(OC(OCC)=O)=O.[F:25][C:26]([F:42])([F:41])[C:27]1[CH:32]=[CH:31][C:30]([CH2:33][NH2:34])=[C:29]([N:35]2[CH2:40][CH2:39][CH2:38][CH2:37][CH2:36]2)[CH:28]=1, predict the reaction product. The product is: [F:41][C:26]([F:25])([F:42])[C:27]1[CH:32]=[CH:31][C:30]([CH2:33][NH:34][C:11]([C:7]2[CH:8]=[CH:9][CH:10]=[C:4]3[O:3][C:2](=[O:1])[NH:6][C:5]=23)=[O:13])=[C:29]([N:35]2[CH2:40][CH2:39][CH2:38][CH2:37][CH2:36]2)[CH:28]=1. (2) Given the reactants [Br:1][C:2]1[CH:7]=[CH:6][C:5]([C:8](N2CCOCC2)=[O:9])=[CH:4][C:3]=1[F:16].[CH3:17][Mg]Br, predict the reaction product. The product is: [Br:1][C:2]1[CH:7]=[CH:6][C:5]([C:8](=[O:9])[CH3:17])=[CH:4][C:3]=1[F:16].